This data is from Full USPTO retrosynthesis dataset with 1.9M reactions from patents (1976-2016). The task is: Predict the reactants needed to synthesize the given product. (1) Given the product [NH2:29][C:30]1[C:35]([C:36](=[O:41])[C:37]([F:39])([F:40])[F:38])=[CH:34][CH:33]=[C:32]([NH:42][CH:43]2[CH2:48][CH2:47][CH2:46][N:45]([C:2]3[N:7]4[N:8]=[C:9]([CH:11]5[CH2:16][CH2:15][N:14]([CH:17]([CH3:18])[CH3:19])[CH2:13][CH2:12]5)[N:10]=[C:6]4[CH:5]=[C:4]([C:20]4[CH:25]=[CH:24][C:23]([F:26])=[CH:22][C:21]=4[F:27])[N:3]=3)[CH2:44]2)[N:31]=1, predict the reactants needed to synthesize it. The reactants are: Cl[C:2]1[N:7]2[N:8]=[C:9]([CH:11]3[CH2:16][CH2:15][N:14]([CH:17]([CH3:19])[CH3:18])[CH2:13][CH2:12]3)[N:10]=[C:6]2[CH:5]=[C:4]([C:20]2[CH:25]=[CH:24][C:23]([F:26])=[CH:22][C:21]=2[F:27])[N:3]=1.Cl.[NH2:29][C:30]1[C:35]([C:36](=[O:41])[C:37]([F:40])([F:39])[F:38])=[CH:34][CH:33]=[C:32]([NH:42][CH:43]2[CH2:48][CH2:47][CH2:46][NH:45][CH2:44]2)[N:31]=1.C(N(CC)C(C)C)(C)C. (2) Given the product [F:49][C:46]([F:47])([F:48])[C:44]1[CH:45]=[C:40]([CH2:39][C:28]2[CH:29]=[C:30]([OH:31])[C:25](=[O:24])[NH:26][N:27]=2)[CH:41]=[C:42]([C:50]([F:51])([F:53])[F:52])[CH:43]=1, predict the reactants needed to synthesize it. The reactants are: OC1C(=O)NN=C(CCC2C=CC=CC=2)C=1.C([O:24][C:25]1[N:26]=[N:27][C:28]([CH2:39][C:40]2[CH:45]=[C:44]([C:46]([F:49])([F:48])[F:47])[CH:43]=[C:42]([C:50]([F:53])([F:52])[F:51])[CH:41]=2)=[CH:29][C:30]=1[O:31]CC1C=CC=CC=1)C1C=CC=CC=1.O1CCCC1. (3) Given the product [CH2:2]([Si:31]([Cl:33])([Cl:32])[Cl:30])[C:3]1[CH:8]=[CH:7][CH:6]=[CH:5][CH:4]=1, predict the reactants needed to synthesize it. The reactants are: [Cl-].[CH2:2]([P+](CCCC)(CCCC)CCCC)[C:3]1[CH:8]=[CH:7][CH:6]=[CH:5][CH:4]=1.C(Cl)C1C=CC=CC=1.[Cl:30][SiH:31]([Cl:33])[Cl:32]. (4) Given the product [F:1][C:2]1[CH:3]=[CH:4][C:5]([C@@H:8]([CH3:20])[C:9]([OH:10])=[O:21])=[CH:6][CH:7]=1, predict the reactants needed to synthesize it. The reactants are: [F:1][C:2]1[CH:7]=[CH:6][C:5]([C@@H:8]([CH3:20])[C:9](N2[C@H](C(C)C)COC2=O)=[O:10])=[CH:4][CH:3]=1.[OH:21]O.[Li+].[OH-].